Task: Predict the product of the given reaction.. Dataset: Forward reaction prediction with 1.9M reactions from USPTO patents (1976-2016) (1) Given the reactants [CH2:1]([C:5]1[N:6]=[C:7]([CH:27]([CH3:29])[CH3:28])[NH:8][C:9](=[O:26])[C:10]=1[CH2:11][C:12]1[CH:17]=[CH:16][C:15]([C:18]2[C:19]([C:24]#[N:25])=[CH:20][CH:21]=[CH:22][CH:23]=2)=[CH:14][CH:13]=1)[CH2:2][CH2:3][CH3:4].[O:30]1[C:34]2[CH:35]=[CH:36][C:37](B(O)O)=[CH:38][C:33]=2[CH2:32][CH2:31]1.N1C=CC=CC=1.C(N(CC)CC)C, predict the reaction product. The product is: [CH2:1]([C:5]1[N:6]=[C:7]([CH:27]([CH3:28])[CH3:29])[N:8]([C:37]2[CH:36]=[CH:35][C:34]3[O:30][CH2:31][CH2:32][C:33]=3[CH:38]=2)[C:9](=[O:26])[C:10]=1[CH2:11][C:12]1[CH:17]=[CH:16][C:15]([C:18]2[C:19]([C:24]#[N:25])=[CH:20][CH:21]=[CH:22][CH:23]=2)=[CH:14][CH:13]=1)[CH2:2][CH2:3][CH3:4]. (2) Given the reactants [S:1]1[C:5]([C@H:6]([O:25][Si:26]([C:39]([CH3:42])([CH3:41])[CH3:40])([C:33]2[CH:38]=[CH:37][CH:36]=[CH:35][CH:34]=2)[C:27]2[CH:32]=[CH:31][CH:30]=[CH:29][CH:28]=2)/[CH:7]=[CH:8]/[C@H:9]2[C:13](=[CH2:14])[CH2:12][C@H:11]([OH:15])[C@@H:10]2[CH2:16]/[CH:17]=[CH:18]\[CH2:19][CH2:20][CH2:21][C:22]([OH:24])=[O:23])=[CH:4][C:3]2[CH:43]=[CH:44][CH:45]=[CH:46][C:2]1=2.CC(C)=O.OS(O)(=O)=O.O=[Cr](=O)=O, predict the reaction product. The product is: [S:1]1[C:5]([C@H:6]([O:25][Si:26]([C:39]([CH3:41])([CH3:42])[CH3:40])([C:33]2[CH:38]=[CH:37][CH:36]=[CH:35][CH:34]=2)[C:27]2[CH:28]=[CH:29][CH:30]=[CH:31][CH:32]=2)/[CH:7]=[CH:8]/[C@H:9]2[C:13]([CH3:14])=[CH:12][C:11](=[O:15])[C@@H:10]2[CH2:16]/[CH:17]=[CH:18]\[CH2:19][CH2:20][CH2:21][C:22]([OH:24])=[O:23])=[CH:4][C:3]2[CH:43]=[CH:44][CH:45]=[CH:46][C:2]1=2. (3) Given the reactants ClCCl.[CH2:4]([N:6]1[C:15]2[C:10](=[CH:11][C:12]([NH:16][CH:17]3[CH2:25][C:24]4[C:19](=[CH:20][CH:21]=[CH:22][CH:23]=4)[CH2:18]3)=[CH:13][N:14]=2)[C:9](=[O:26])[C:8]([C:27](O)=[O:28])=[CH:7]1)[CH3:5].C(Cl)(=O)C(C)(C)C.[NH:37]1[CH2:42][CH2:41][O:40][CH2:39][CH2:38]1, predict the reaction product. The product is: [CH2:18]1[C:19]2[C:24](=[CH:23][CH:22]=[CH:21][CH:20]=2)[CH2:25][CH:17]1[NH:16][C:12]1[CH:11]=[C:10]2[C:15](=[N:14][CH:13]=1)[N:6]([CH2:4][CH3:5])[CH:7]=[C:8]([C:27]([N:37]1[CH2:42][CH2:41][O:40][CH2:39][CH2:38]1)=[O:28])[C:9]2=[O:26]. (4) Given the reactants [Br:1][C:2]1[CH:3]=[C:4]2[C:8](=[CH:9][CH:10]=1)[NH:7][C:6](=[O:11])[C:5]2=[O:12].O1C2=CC3C(=O)C(=O)NC=3C=C2OCC1.Br[CH:29]([C:36]1[CH:41]=[CH:40][CH:39]=[CH:38][CH:37]=1)[C:30]1[CH:35]=[CH:34][CH:33]=[CH:32][CH:31]=1.BrCC1OC(C(F)(F)F)=CC=1, predict the reaction product. The product is: [Br:1][C:2]1[CH:3]=[C:4]2[C:8](=[CH:9][CH:10]=1)[N:7]([CH:29]([C:30]1[CH:35]=[CH:34][CH:33]=[CH:32][CH:31]=1)[C:36]1[CH:41]=[CH:40][CH:39]=[CH:38][CH:37]=1)[C:6](=[O:11])[C:5]2=[O:12]. (5) The product is: [NH:10]1[CH:6]2[CH:1]([CH2:2][CH2:3][CH2:4][CH2:5]2)[C:7](=[O:13])[CH2:8][CH2:9]1. Given the reactants [C:1]1([C:7](=[O:13])[CH2:8][CH2:9][N:10](C)C)[CH2:6][CH2:5][CH2:4][CH2:3][CH:2]=1.[NH4+].[OH-], predict the reaction product. (6) Given the reactants [N:1]1([CH2:5][CH2:6][N:7]2[CH:11]=[C:10]([C:12]3[CH:17]=[CH:16][C:15]([F:18])=[C:14]([CH3:19])[CH:13]=3)[N:9]=[C:8]2[CH:20]2[CH2:25][CH2:24][N:23]([C:26]3[N:31]=[CH:30][N:29]=[C:28]([NH2:32])[C:27]=3[CH:33]([CH3:35])[CH3:34])[CH2:22][CH2:21]2)[CH2:4][CH2:3][CH2:2]1.[ClH:36].O1CCOCC1, predict the reaction product. The product is: [Cl:36][CH2:4][CH2:3][CH2:2][NH:1][CH2:5][CH2:6][N:7]1[CH:11]=[C:10]([C:12]2[CH:17]=[CH:16][C:15]([F:18])=[C:14]([CH3:19])[CH:13]=2)[N:9]=[C:8]1[CH:20]1[CH2:25][CH2:24][N:23]([C:26]2[N:31]=[CH:30][N:29]=[C:28]([NH2:32])[C:27]=2[CH:33]([CH3:35])[CH3:34])[CH2:22][CH2:21]1. (7) Given the reactants [Cl-].O[NH3+].[C:4](=[O:7])([O-])[OH:5].[Na+].[CH3:9][O:10][C:11]1[CH:16]=[CH:15][C:14]([C:17](=[O:45])[CH2:18][N:19]2[C:24](=[O:25])[CH:23]=[C:22]([CH2:26][CH2:27][CH3:28])[N:21]([CH2:29][C:30]3[CH:35]=[CH:34][C:33]([C:36]4[C:37]([C:42]#[N:43])=[CH:38][CH:39]=[CH:40][CH:41]=4)=[CH:32][CH:31]=3)[C:20]2=[O:44])=[CH:13][CH:12]=1.[N:46]12CCCN=C1CCCCC2, predict the reaction product. The product is: [CH3:9][O:10][C:11]1[CH:12]=[CH:13][C:14]([C:17](=[O:45])[CH2:18][N:19]2[C:24](=[O:25])[CH:23]=[C:22]([CH2:26][CH2:27][CH3:28])[N:21]([CH2:29][C:30]3[CH:31]=[CH:32][C:33]([C:36]4[CH:41]=[CH:40][CH:39]=[CH:38][C:37]=4[C:42]4[NH:46][C:4](=[O:7])[O:5][N:43]=4)=[CH:34][CH:35]=3)[C:20]2=[O:44])=[CH:15][CH:16]=1. (8) Given the reactants [Si:1]([O:8][CH2:9][C:10]1([C:26]2[CH:31]=[CH:30][CH:29]=[CH:28][CH:27]=2)[CH:14]=[C:13]([C:15]2[CH:20]=[C:19]([F:21])[CH:18]=[CH:17][C:16]=2[F:22])[CH2:12][N:11]1[C:23](Cl)=[O:24])([C:4]([CH3:7])([CH3:6])[CH3:5])([CH3:3])[CH3:2].C([N:34]([CH2:37][CH3:38])[CH2:35][CH3:36])C.[BH4-].[Na+].[NH:41]1[CH2:46]CCC[CH2:42]1, predict the reaction product. The product is: [Si:1]([O:8][CH2:9][C:10]1([C:26]2[CH:31]=[CH:30][CH:29]=[CH:28][CH:27]=2)[CH:14]=[C:13]([C:15]2[CH:20]=[C:19]([F:21])[CH:18]=[CH:17][C:16]=2[F:22])[CH2:12][N:11]1[C:23]([N:41]([CH3:46])[CH:42]1[CH2:36][CH2:35][NH:34][CH2:37][CH2:38]1)=[O:24])([C:4]([CH3:7])([CH3:6])[CH3:5])([CH3:3])[CH3:2]. (9) Given the reactants [Cl:1]C(Cl)(O[C:5](=[O:11])OC(Cl)(Cl)Cl)Cl.C(N(C(C)C)CC)(C)C.[NH2:22][C@@H:23]([C:28]1[CH:33]=[CH:32][CH:31]=[CH:30][CH:29]=1)[CH2:24][N:25]([CH3:27])[CH3:26], predict the reaction product. The product is: [ClH:1].[N:22]([C@@H:23]([C:28]1[CH:33]=[CH:32][CH:31]=[CH:30][CH:29]=1)[CH2:24][N:25]([CH3:27])[CH3:26])=[C:5]=[O:11].